Dataset: Human liver microsome stability data. Task: Regression/Classification. Given a drug SMILES string, predict its absorption, distribution, metabolism, or excretion properties. Task type varies by dataset: regression for continuous measurements (e.g., permeability, clearance, half-life) or binary classification for categorical outcomes (e.g., BBB penetration, CYP inhibition). Dataset: hlm. The drug is CC1=C2C[C@H]3[C@@H](CC[C@@H]4Cc5[nH]ncc5C[C@@]43C)[C@@H]2CC[C@@]2(C1)O[C@@H]1C[C@H](C)CN[C@H]1[C@H]2C. The result is 0 (unstable in human liver microsomes).